Predict the product of the given reaction. From a dataset of Forward reaction prediction with 1.9M reactions from USPTO patents (1976-2016). (1) Given the reactants Cl[C:2]1[N:7]=[C:6]2[NH:8][N:9]=[C:10]([C:11]3[CH:16]=[CH:15][CH:14]=[C:13]([F:17])[CH:12]=3)[C:5]2=[CH:4][N:3]=1.FC(F)(F)C(O)=O.[CH3:25][S:26]([N:29]1[CH2:34][CH2:33][CH:32]([NH2:35])[CH2:31][CH2:30]1)(=[O:28])=[O:27], predict the reaction product. The product is: [F:17][C:13]1[CH:12]=[C:11]([C:10]2[C:5]3[C:6](=[N:7][C:2]([NH:35][CH:32]4[CH2:33][CH2:34][N:29]([S:26]([CH3:25])(=[O:28])=[O:27])[CH2:30][CH2:31]4)=[N:3][CH:4]=3)[NH:8][N:9]=2)[CH:16]=[CH:15][CH:14]=1. (2) Given the reactants [CH:1](O)=[O:2].C(OC(=O)C)(=O)C.[Cl:11][C:12]1[CH:13]=[CH:14][C:15]([O:26][CH2:27][C:28]2[CH:33]=[CH:32][CH:31]=[CH:30][CH:29]=2)=[C:16]([CH2:18][N:19]2[C:23]([CH3:24])=[CH:22][C:21]([NH2:25])=[N:20]2)[CH:17]=1, predict the reaction product. The product is: [Cl:11][C:12]1[CH:13]=[CH:14][C:15]([O:26][CH2:27][C:28]2[CH:29]=[CH:30][CH:31]=[CH:32][CH:33]=2)=[C:16]([CH2:18][N:19]2[C:23]([CH3:24])=[CH:22][C:21]([NH:25][CH:1]=[O:2])=[N:20]2)[CH:17]=1.